Dataset: Reaction yield outcomes from USPTO patents with 853,638 reactions. Task: Predict the reaction yield, written as a fraction of the theoretical maximum amount of product (1.0 means a 100% yield; for example, 0.34 means a 34% yield). (1) The reactants are [Si:1]([O:8][CH2:9][C:10]1[CH:11]=[C:12]([CH:14]=[CH:15][CH:16]=1)[NH2:13])([C:4]([CH3:7])([CH3:6])[CH3:5])([CH3:3])[CH3:2].[C:17]1([CH3:28])[CH:22]=[C:21]([CH3:23])[CH:20]=[C:19]([CH3:24])[C:18]=1[N:25]=[C:26]=[S:27]. The catalyst is CO. The product is [Si:1]([O:8][CH2:9][C:10]1[CH:11]=[C:12]([NH:13][C:26]([NH:25][C:18]2[C:17]([CH3:28])=[CH:22][C:21]([CH3:23])=[CH:20][C:19]=2[CH3:24])=[S:27])[CH:14]=[CH:15][CH:16]=1)([C:4]([CH3:7])([CH3:6])[CH3:5])([CH3:3])[CH3:2]. The yield is 0.710. (2) The reactants are [Br:1][C:2]1[C:7]([CH3:8])=[CH:6][C:5]([O:9][CH3:10])=[CH:4][C:3]=1[CH3:11].[Br:12]NC(=O)CCC(N)=O.CC(N=NC(C#N)(C)C)(C#N)C. The catalyst is C(Cl)Cl. The product is [Br:1][C:2]1[C:7]([CH3:8])=[CH:6][C:5]([O:9][CH3:10])=[CH:4][C:3]=1[CH2:11][Br:12]. The yield is 0.920. (3) The yield is 1.00. The product is [CH3:1][O:2][C:3]([C:5]1[CH:13]=[C:12]2[C:8]([CH:9]=[CH:10][N:11]2[CH2:14][C:15]2[CH:20]=[CH:19][CH:18]=[C:17]([NH2:21])[CH:16]=2)=[CH:7][CH:6]=1)=[O:4]. The catalyst is CO.CC(O)=O.[Zn]. The reactants are [CH3:1][O:2][C:3]([C:5]1[CH:13]=[C:12]2[C:8]([CH:9]=[CH:10][N:11]2[CH2:14][C:15]2[CH:20]=[CH:19][CH:18]=[C:17]([N+:21]([O-])=O)[CH:16]=2)=[CH:7][CH:6]=1)=[O:4]. (4) The reactants are C([O:3][C:4]([C:6]1[N:14]([CH2:15][C:16]2[CH:21]=[CH:20][CH:19]=[CH:18][C:17]=2[F:22])[C:13]2[C:8](=[N:9][C:10]([CH3:23])=[CH:11][CH:12]=2)[C:7]=1[C:24]1[C:25]([O:30][CH3:31])=[N:26][CH:27]=[CH:28][CH:29]=1)=[O:5])C.[OH-].[Li+].Cl. The catalyst is O1CCCC1. The product is [F:22][C:17]1[CH:18]=[CH:19][CH:20]=[CH:21][C:16]=1[CH2:15][N:14]1[C:13]2[C:8](=[N:9][C:10]([CH3:23])=[CH:11][CH:12]=2)[C:7]([C:24]2[C:25]([O:30][CH3:31])=[N:26][CH:27]=[CH:28][CH:29]=2)=[C:6]1[C:4]([OH:5])=[O:3]. The yield is 0.800. (5) The reactants are I[C:2]1[N:6]2[CH:7]=[CH:8][C:9]([C:11]3[CH:16]=[CH:15][C:14]([O:17][CH:18]([CH3:20])[CH3:19])=[CH:13][CH:12]=3)=[CH:10][C:5]2=[N:4][CH:3]=1.[CH3:21][C:22]1[CH:27]=[C:26](B(O)O)[CH:25]=[CH:24][N:23]=1.[O-]P([O-])([O-])=O.[K+].[K+].[K+].CCOC(C)=O.O. The catalyst is O.C1C=CC(P(C2C=CC=CC=2)[C-]2C=CC=C2)=CC=1.C1C=CC(P(C2C=CC=CC=2)[C-]2C=CC=C2)=CC=1.Cl[Pd]Cl.[Fe+2]. The product is [CH:18]([O:17][C:14]1[CH:15]=[CH:16][C:11]([C:9]2[CH:8]=[CH:7][N:6]3[C:2]([C:26]4[CH:25]=[CH:24][N:23]=[C:22]([CH3:21])[CH:27]=4)=[CH:3][N:4]=[C:5]3[CH:10]=2)=[CH:12][CH:13]=1)([CH3:20])[CH3:19]. The yield is 0.140. (6) The reactants are [OH:1][CH:2]1[CH2:7][CH2:6][NH:5][CH2:4][CH2:3]1.C(=O)([O-])[O-].[K+].[K+].C[O:15][C:16](=O)[CH2:17]Br.[NH2:20][NH2:21]. The catalyst is C(#N)C.C(O)C. The product is [NH2:20][NH:21][C:16](=[O:15])[CH2:17][N:5]1[CH2:6][CH2:7][CH:2]([OH:1])[CH2:3][CH2:4]1. The yield is 0.500.